This data is from Reaction yield outcomes from USPTO patents with 853,638 reactions. The task is: Predict the reaction yield, written as a fraction of the theoretical maximum amount of product (1.0 means a 100% yield; for example, 0.34 means a 34% yield). (1) The reactants are [F:1][C:2]1[C:7]2[N:8]([CH2:11][C:12]([OH:14])=O)[CH:9]=[N:10][C:6]=2[CH:5]=[CH:4][CH:3]=1.[NH2:15][CH:16]([C:18]1[CH:23]=[CH:22][C:21]([C:24]([CH3:28])([CH3:27])[C:25]#[N:26])=[CH:20][C:19]=1[CH3:29])[CH3:17].CN(C(ON1N=NC2C=CC=NC1=2)=[N+](C)C)C.F[P-](F)(F)(F)(F)F. The catalyst is CN(C1C=CN=CC=1)C.CN(C=O)C.CO. The product is [C:25]([C:24]([C:21]1[CH:22]=[CH:23][C:18]([CH:16]([NH:15][C:12](=[O:14])[CH2:11][N:8]2[C:7]3[C:2]([F:1])=[CH:3][CH:4]=[CH:5][C:6]=3[N:10]=[CH:9]2)[CH3:17])=[C:19]([CH3:29])[CH:20]=1)([CH3:27])[CH3:28])#[N:26]. The yield is 0.630. (2) The catalyst is [OH-].[K+]. The product is [NH2:20][C:12]1[N:11]=[C:10]2[C:15]([NH:16][C:17](=[O:18])[N:9]2[C@H:6]2[CH2:5][CH2:4][C@H:3]([OH:2])[CH2:8][CH2:7]2)=[C:14]([Cl:19])[N:13]=1. The yield is 0.860. The reactants are C(=O)(OC)[O:2][C@H:3]1[CH2:8][CH2:7][C@H:6]([N:9]2[C:17](=[O:18])[NH:16][C:15]3[C:10]2=[N:11][C:12]([NH2:20])=[N:13][C:14]=3[Cl:19])[CH2:5][CH2:4]1.Cl.